From a dataset of Reaction yield outcomes from USPTO patents with 853,638 reactions. Predict the reaction yield, written as a fraction of the theoretical maximum amount of product (1.0 means a 100% yield; for example, 0.34 means a 34% yield). (1) The reactants are C(N(CC)CC)C.[CH3:8][S:9](Cl)(=[O:11])=[O:10].[OH:13][CH2:14][C:15]1([C:18]([O:20][CH2:21][CH3:22])=[O:19])[CH2:17][CH2:16]1. The catalyst is ClCCl.O. The product is [CH3:8][S:9]([O:13][CH2:14][C:15]1([C:18]([O:20][CH2:21][CH3:22])=[O:19])[CH2:17][CH2:16]1)(=[O:11])=[O:10]. The yield is 0.940. (2) The yield is 0.390. The product is [N:26]1[CH:27]=[CH:28][CH:29]=[CH:30][C:25]=1[N:16]1[C:17]2[CH:18]=[CH:19][C:20]([N:1]3[CH:5]=[CH:4][N:3]=[C:2]3[C:6]3[N:10]([C:20]4[CH:19]=[CH:18][C:17]5[N:16]([C:25]6[CH:30]=[CH:29][CH:28]=[CH:27][N:26]=6)[C:15]6[C:23]([C:22]=5[CH:21]=4)=[CH:24][CH:12]=[CH:13][CH:14]=6)[CH:9]=[CH:8][N:7]=3)=[CH:21][C:22]=2[C:23]2[C:15]1=[CH:14][CH:13]=[CH:12][CH:24]=2. The reactants are [NH:1]1[CH:5]=[CH:4][N:3]=[C:2]1[C:6]1[NH:7][CH:8]=[CH:9][N:10]=1.Br[C:12]1[CH:13]=[CH:14][C:15]2[N:16]([C:25]3[CH:30]=[CH:29][CH:28]=[CH:27][N:26]=3)[C:17]3[C:22]([C:23]=2[CH:24]=1)=[CH:21][CH:20]=[CH:19][CH:18]=3.C([O-])([O-])=O.[Cs+].[Cs+]. The catalyst is CN(C=O)C. (3) The yield is 0.940. The reactants are Br[Zn][CH2:3][C:4]([O:6][CH2:7][CH3:8])=[O:5].[C:9]1(=[O:14])[CH2:13][CH2:12][CH2:11][CH2:10]1.Cl.C(OCC)(=O)C. The product is [OH:14][C:9]1([CH2:3][C:4]([O:6][CH2:7][CH3:8])=[O:5])[CH2:13][CH2:12][CH2:11][CH2:10]1. The catalyst is C1COCC1. (4) The product is [CH3:1][C:2]1([CH2:8][CH2:9][C:10]2[S:11][CH:12]=[C:13]([CH2:15][CH2:16][CH2:17][CH2:18][CH2:19][C:20]3[CH:21]=[CH:22][CH:23]=[CH:24][CH:25]=3)[CH:14]=2)[CH2:6][O:5][C:4](=[O:7])[NH:3]1. The catalyst is C(O)C.[Pd]. The yield is 0.930. The reactants are [CH3:1][C:2]1([CH2:8][CH2:9][C:10]2[S:11][CH:12]=[C:13]([C:15]#[C:16][CH2:17][CH2:18][CH2:19][C:20]3[CH:25]=[CH:24][CH:23]=[CH:22][CH:21]=3)[CH:14]=2)[CH2:6][O:5][C:4](=[O:7])[NH:3]1. (5) The product is [I:21][C:11]1[CH:12]=[CH:13][C:8]([CH2:7][CH2:6][NH:5][S:2]([CH3:1])(=[O:4])=[O:3])=[CH:9][CH:10]=1. The reactants are [CH3:1][S:2]([NH:5][CH2:6][CH2:7][C:8]1[CH:13]=[CH:12][CH:11]=[CH:10][CH:9]=1)(=[O:4])=[O:3].S(=O)(=O)(O)O.II.[I:21](O)(=O)(=O)=O. The yield is 0.602. The catalyst is C(O)(=O)C.O. (6) The reactants are [CH3:1][N:2]1[CH:6]([C:7]([OH:9])=O)[CH2:5][C:4]([CH3:10])=[N:3]1.[NH2:11][C:12]1[CH:13]=[C:14]([CH:31]=[CH:32][C:33]=1[F:34])[O:15][C:16]1[CH:17]=[CH:18][C:19]2[N:20]([CH:22]=[C:23]([NH:25][C:26]([CH:28]3[CH2:30][CH2:29]3)=[O:27])[N:24]=2)[N:21]=1.F[P-](F)(F)(F)(F)F.N1(OC(N(C)C)=[N+](C)C)C2N=CC=CC=2N=N1.C(N(CC)C(C)C)(C)C. The catalyst is CN(C)C=O. The product is [CH:28]1([C:26]([NH:25][C:23]2[N:24]=[C:19]3[CH:18]=[CH:17][C:16]([O:15][C:14]4[CH:31]=[CH:32][C:33]([F:34])=[C:12]([NH:11][C:7]([CH:6]5[N:2]([CH3:1])[N:3]=[C:4]([CH3:10])[CH2:5]5)=[O:9])[CH:13]=4)=[N:21][N:20]3[CH:22]=2)=[O:27])[CH2:29][CH2:30]1. The yield is 0.630. (7) The reactants are C1(S([CH2:9][C:10]2[CH:11]=[CH:12][N:13]3[C:18]=2[C:17]([NH:19][C:20]2[CH:21]=[C:22]4[C:26](=[CH:27][CH:28]=2)[N:25]([CH2:29][C:30]2[CH:35]=[CH:34][CH:33]=[C:32]([F:36])[CH:31]=2)[N:24]=[CH:23]4)=[N:16][CH:15]=[N:14]3)=O)C=CC=CC=1.[NH:37]1[CH2:43][CH:42]([OH:44])[CH2:41][NH:40][CH2:39][CH2:38]1. The catalyst is CS(C)=O.C(Cl)Cl. The product is [F:36][C:32]1[CH:31]=[C:30]([CH:35]=[CH:34][CH:33]=1)[CH2:29][N:25]1[C:26]2[C:22](=[CH:21][C:20]([NH:19][C:17]3[C:18]4=[C:10]([CH2:9][N:37]5[CH2:43][CH:42]([OH:44])[CH2:41][NH:40][CH2:39][CH2:38]5)[CH:11]=[CH:12][N:13]4[N:14]=[CH:15][N:16]=3)=[CH:28][CH:27]=2)[CH:23]=[N:24]1. The yield is 0.620. (8) The reactants are Cl[C:2]1[N:7]=[C:6]([CH3:8])[N:5]=[C:4]([N:9]2[C:17]3[C:12](=[CH:13][C:14]([C:18]([NH:20][CH2:21][C:22]4[CH:27]=[CH:26][CH:25]=[CH:24][C:23]=4[C:28]([F:31])([F:30])[F:29])=[O:19])=[CH:15][CH:16]=3)[CH2:11][CH2:10]2)[CH:3]=1.[CH3:32][NH2:33].CCO. No catalyst specified. The product is [CH3:8][C:6]1[N:5]=[C:4]([N:9]2[C:17]3[C:12](=[CH:13][C:14]([C:18]([NH:20][CH2:21][C:22]4[CH:27]=[CH:26][CH:25]=[CH:24][C:23]=4[C:28]([F:31])([F:30])[F:29])=[O:19])=[CH:15][CH:16]=3)[CH2:11][CH2:10]2)[CH:3]=[C:2]([NH:33][CH3:32])[N:7]=1. The yield is 0.830. (9) The reactants are [NH2:1][C@H:2]([C:6]([OH:8])=[O:7])[CH:3]([CH3:5])[CH3:4].[OH-].[Na+].[C:11]1([CH2:17][C:18](Cl)=[O:19])[CH:16]=[CH:15][CH:14]=[CH:13][CH:12]=1. No catalyst specified. The product is [CH3:4][CH:3]([CH2:2][CH3:6])[CH2:5][O:7][C:6](=[O:8])[C@H:2]([CH:3]([CH3:5])[CH3:4])[NH:1][C:18](=[O:19])[CH2:17][C:11]1[CH:16]=[CH:15][CH:14]=[CH:13][CH:12]=1. The yield is 0.690. (10) The reactants are [C:1]1(B(O)O)[CH:6]=[CH:5][CH:4]=[CH:3][CH:2]=1.Br[C:11]1[CH:16]=[C:15]([CH3:17])[C:14](Br)=[CH:13][N:12]=1.O.[O-]P([O-])([O-])=O.[K+].[K+].[K+].[C:28]1(C)[CH:33]=[CH:32][CH:31]=[CH:30][CH:29]=1. The catalyst is C1C=CC(/C=C/C(/C=C/C2C=CC=CC=2)=O)=CC=1.C1C=CC(/C=C/C(/C=C/C2C=CC=CC=2)=O)=CC=1.C1C=CC(/C=C/C(/C=C/C2C=CC=CC=2)=O)=CC=1.[Pd].[Pd].C1(P(C2CCCCC2)C2C=CC=CC=2C2C(OC)=CC=CC=2OC)CCCCC1.O. The product is [C:1]1([C:11]2[CH:16]=[C:15]([CH3:17])[C:14]([C:28]3[CH:33]=[CH:32][CH:31]=[CH:30][CH:29]=3)=[CH:13][N:12]=2)[CH:6]=[CH:5][CH:4]=[CH:3][CH:2]=1. The yield is 0.872.